Predict the reaction yield, written as a fraction of the theoretical maximum amount of product (1.0 means a 100% yield; for example, 0.34 means a 34% yield). From a dataset of Reaction yield outcomes from USPTO patents with 853,638 reactions. (1) The reactants are [ClH:1].N[C:3]1[CH:8]=[CH:7][C:6]([C:9]2[NH:10][C:11](=[O:25])[C:12]3[C:17]([CH:18]4[CH2:23][CH2:22][CH2:21][CH2:20][CH2:19]4)=[N:16][N:15]([CH3:24])[C:13]=3[N:14]=2)=[C:5]([O:26][CH3:27])[CH:4]=1.N([O-])=O.[Na+].[S:32](=[O:34])=[O:33]. The catalyst is O.[Cu](Cl)Cl.C(O)(=O)C. The product is [CH:18]1([C:17]2[C:12]3[C:11](=[O:25])[NH:10][C:9]([C:6]4[CH:7]=[CH:8][C:3]([S:32]([Cl:1])(=[O:34])=[O:33])=[CH:4][C:5]=4[O:26][CH3:27])=[N:14][C:13]=3[N:15]([CH3:24])[N:16]=2)[CH2:23][CH2:22][CH2:21][CH2:20][CH2:19]1. The yield is 0.730. (2) The reactants are [CH3:13][C:12]([O:11][C:9](O[C:9]([O:11][C:12]([CH3:15])([CH3:14])[CH3:13])=[O:10])=[O:10])([CH3:15])[CH3:14].[NH2:16][CH2:17][C:18]1[CH:19]=[C:20]([CH:22]=[CH:23][CH:24]=1)[NH2:21].CCN(CC)CC. The catalyst is CO. The product is [NH2:21][C:20]1[CH:19]=[C:18]([CH:24]=[CH:23][CH:22]=1)[CH2:17][NH:16][C:9](=[O:10])[O:11][C:12]([CH3:13])([CH3:14])[CH3:15]. The yield is 0.940. (3) The reactants are [Cl:1][C:2]1[CH:11]=[CH:10][C:9]2[CH:8]([CH2:12][CH:13]=[CH2:14])[NH:7][CH2:6][CH2:5][C:4]=2[N:3]=1.C(N(CC)CC)C.[C:22](Cl)(=[O:25])[CH:23]=[CH2:24]. The catalyst is C(Cl)Cl. The product is [C:22]([N:7]1[CH2:6][CH2:5][C:4]2[N:3]=[C:2]([Cl:1])[CH:11]=[CH:10][C:9]=2[CH:8]1[CH2:12][CH:13]=[CH2:14])(=[O:25])[CH:23]=[CH2:24]. The yield is 0.800.